From a dataset of Full USPTO retrosynthesis dataset with 1.9M reactions from patents (1976-2016). Predict the reactants needed to synthesize the given product. (1) Given the product [CH3:36][C:37]1[S:8][CH:40]=[C:39](/[CH:42]=[C:43](/[C@H:45]2[O:62][C:60](=[O:61])[CH2:59][C@H:58]([OH:63])[C:57]([CH3:65])([CH3:64])[C:55](=[O:56])[C@H:54]([CH3:66])[C@@H:53]([OH:67])[C:52]([CH3:68])=[CH:51][CH2:50][CH2:49][C:48]([CH3:69])=[CH:47][CH2:46]2)\[CH3:44])[N:38]=1, predict the reactants needed to synthesize it. The reactants are: [K+].[Br-].CC1[S:8]C=C(/C=C/[C@H]2OC(=O)C[C@H](O)C(C)(C)C(=O)[C@H](C)[C@@H](O)[C@@H](C)CCC[C@H]3O[C@H]3C2)N=1.[CH3:36][C:37]1O[CH:40]=[C:39](/[CH:42]=[C:43](/[C@H:45]2[O:62][C:60](=[O:61])[CH2:59][C@H:58]([OH:63])[C:57]([CH3:65])([CH3:64])[C:55](=[O:56])[C@H:54]([CH3:66])[C@@H:53]([OH:67])[C@@H:52]([CH3:68])[CH2:51][CH2:50][CH2:49][C:48]([CH3:69])=[CH:47][CH2:46]2)\[CH3:44])[N:38]=1.CC1OC=C(/C=C(/[C@H]2OC(=O)C[C@H](O)C(C)(C)C(=O)[C@H](C)[C@@H](O)[C@@H](C)CCC[C@H]3O[C@H]3C2)\C)N=1.CC1SC=C(/C=C(/[C@H]2OC(=O)C[C@H](O)C(C)(C)C(=O)C[C@@H](O)[C@@H](C)CCCC=CC2)\C)N=1. (2) The reactants are: C1COCC1.[N:6]1([C:12]2[CH:13]=[C:14]([CH:18]=[C:19]([N+:21]([O-:23])=[O:22])[CH:20]=2)[C:15](O)=[O:16])[CH2:11][CH2:10][O:9][CH2:8][CH2:7]1. Given the product [N:6]1([C:12]2[CH:13]=[C:14]([CH2:15][OH:16])[CH:18]=[C:19]([N+:21]([O-:23])=[O:22])[CH:20]=2)[CH2:11][CH2:10][O:9][CH2:8][CH2:7]1, predict the reactants needed to synthesize it.